This data is from Catalyst prediction with 721,799 reactions and 888 catalyst types from USPTO. The task is: Predict which catalyst facilitates the given reaction. (1) Reactant: [Br:1][C:2]1[C:7]([O:8][CH3:9])=[CH:6][C:5]2[O:10][CH2:11][C:12]3[C:16]([C:17](O)=[O:18])=[N:15][N:14]([C:20]4[CH:24]=[CH:23][S:22][CH:21]=4)[C:13]=3[C:4]=2[CH:3]=1.[CH:25]1([C:29]([N:31]2[CH2:37][CH2:36][CH2:35][NH:34][CH2:33][CH2:32]2)=[O:30])[CH2:28][CH2:27][CH2:26]1.C(P1(=O)OP(CCC)(=O)OP(CCC)(=O)O1)CC. Product: [Br:1][C:2]1[C:7]([O:8][CH3:9])=[CH:6][C:5]2[O:10][CH2:11][C:12]3[C:16]([C:17]([N:34]4[CH2:35][CH2:36][CH2:37][N:31]([C:29]([CH:25]5[CH2:28][CH2:27][CH2:26]5)=[O:30])[CH2:32][CH2:33]4)=[O:18])=[N:15][N:14]([C:20]4[CH:24]=[CH:23][S:22][CH:21]=4)[C:13]=3[C:4]=2[CH:3]=1. The catalyst class is: 91. (2) Product: [F:8][C:4]1[CH:5]=[CH:6][CH:7]=[C:2]([F:1])[C:3]=1[C:9]1[O:10][C:11]([O:17][CH2:18][CH3:19])=[C:12]([C:14]([NH:27][C:26]2[CH:30]=[CH:22][CH:23]=[CH:24][CH:25]=2)=[O:16])[N:13]=1. Reactant: [F:1][C:2]1[CH:7]=[CH:6][CH:5]=[C:4]([F:8])[C:3]=1[C:9]1[O:10][C:11]([O:17][CH2:18][CH3:19])=[C:12]([C:14]([OH:16])=O)[N:13]=1.O.O[C:22]1[C:30]2N=N[NH:27][C:26]=2[CH:25]=[CH:24][CH:23]=1.N=C=N.NC1C=CC=CC=1. The catalyst class is: 2.